This data is from Catalyst prediction with 721,799 reactions and 888 catalyst types from USPTO. The task is: Predict which catalyst facilitates the given reaction. (1) Reactant: [F:1][C:2]1[CH:7]=[CH:6][C:5]([CH2:8][C:9]([OH:11])=O)=[CH:4][CH:3]=1.[CH3:12][NH:13][O:14][CH3:15].C(N(CC)CC)C.C(Cl)CCl. Product: [F:1][C:2]1[CH:7]=[CH:6][C:5]([CH2:8][C:9]([N:13]([O:14][CH3:15])[CH3:12])=[O:11])=[CH:4][CH:3]=1. The catalyst class is: 172. (2) Reactant: [CH2:1]([C:4]1[C:8]([CH2:9][CH2:10][CH2:11][OH:12])=[CH:7][N:6]([C:13]2[CH:18]=[CH:17][C:16]([C:19]([F:22])([F:21])[F:20])=[CH:15][N:14]=2)[N:5]=1)[CH2:2][CH3:3].[CH:23]1([N:29]2[CH:33]=[C:32]([CH2:34][C:35]([O:37]CC)=[O:36])[C:31](O)=[N:30]2)[CH2:28][CH2:27][CH2:26][CH2:25][CH2:24]1.C(P(CCCC)CCCC)CCC.N(C(N1CCCCC1)=O)=NC(N1CCCCC1)=O. Product: [CH:23]1([N:29]2[CH:33]=[C:32]([CH2:34][C:35]([OH:37])=[O:36])[C:31]([O:12][CH2:11][CH2:10][CH2:9][C:8]3[C:4]([CH2:1][CH2:2][CH3:3])=[N:5][N:6]([C:13]4[CH:18]=[CH:17][C:16]([C:19]([F:21])([F:20])[F:22])=[CH:15][N:14]=4)[CH:7]=3)=[N:30]2)[CH2:24][CH2:25][CH2:26][CH2:27][CH2:28]1. The catalyst class is: 7. (3) Reactant: C([Li])CCC.[C:6]([O:10][C:11](=[O:40])[N:12]([CH:27]1[CH2:32][CH2:31][N:30]([CH2:33][C:34]2[CH:39]=[CH:38][CH:37]=[CH:36][CH:35]=2)[CH2:29][CH2:28]1)[CH2:13][C:14]1[N:15]=[CH:16][N:17]([CH2:19][O:20][CH2:21][CH2:22][Si:23]([CH3:26])([CH3:25])[CH3:24])[CH:18]=1)([CH3:9])([CH3:8])[CH3:7].CN([CH:44]=[O:45])C.[Cl-].[NH4+]. Product: [C:6]([O:10][C:11](=[O:40])[N:12]([CH:27]1[CH2:28][CH2:29][N:30]([CH2:33][C:34]2[CH:35]=[CH:36][CH:37]=[CH:38][CH:39]=2)[CH2:31][CH2:32]1)[CH2:13][C:14]1[N:15]=[C:16]([CH:44]=[O:45])[N:17]([CH2:19][O:20][CH2:21][CH2:22][Si:23]([CH3:26])([CH3:25])[CH3:24])[CH:18]=1)([CH3:9])([CH3:7])[CH3:8]. The catalyst class is: 323. (4) The catalyst class is: 2. Reactant: [CH3:1][O:2][C:3]1[CH:4]=[C:5]2[C:10](=[CH:11][C:12]=1[O:13][CH3:14])[N:9]=[CH:8][CH:7]=[C:6]2[O:15][C:16]1[C:22]([CH3:23])=[CH:21][C:19]([NH2:20])=[C:18]([CH3:24])[CH:17]=1.[C:25]1(C)C=CC=CC=1.C(N(CC)CC)C.ClC(Cl)(O[C:43](=[O:49])[O:44][C:45](Cl)(Cl)Cl)Cl.[F:51][C:52]([F:64])([F:63])[O:53][C:54]1[CH:62]=[CH:61][C:57](C(O)C)=[CH:56][CH:55]=1. Product: [CH3:1][O:2][C:3]1[CH:4]=[C:5]2[C:10](=[CH:11][C:12]=1[O:13][CH3:14])[N:9]=[CH:8][CH:7]=[C:6]2[O:15][C:16]1[C:22]([CH3:23])=[CH:21][C:19]([NH:20][C:43](=[O:49])[O:44][CH:45]([C:61]2[CH:57]=[CH:56][CH:55]=[C:54]([O:53][C:52]([F:51])([F:63])[F:64])[CH:62]=2)[CH3:25])=[C:18]([CH3:24])[CH:17]=1. (5) Product: [C:24]([O:23][C:22](=[O:28])[NH:21][CH2:20][CH2:19][S:18][S:17][CH2:16][CH2:15][NH:14][C:9](=[O:10])[C:8]1[CH:12]=[CH:13][C:5]([C:4]#[C:3][C:1]#[N:2])=[CH:6][CH:7]=1)([CH3:27])([CH3:25])[CH3:26]. The catalyst class is: 10. Reactant: [C:1]([C:3]#[C:4][C:5]1[CH:13]=[CH:12][C:8]([C:9](Cl)=[O:10])=[CH:7][CH:6]=1)#[N:2].[NH2:14][CH2:15][CH2:16][S:17][S:18][CH2:19][CH2:20][NH:21][C:22](=[O:28])[O:23][C:24]([CH3:27])([CH3:26])[CH3:25].CCN(C(C)C)C(C)C. (6) Reactant: Br[CH2:2][CH2:3][CH2:4][CH2:5][CH2:6][CH:7]=[CH2:8].C([O-])([O-])=O.[K+].[K+].[OH:15][C:16]1[CH:17]=[CH:18][C:19]2[CH2:26][C@@H:25]([CH2:27][OH:28])[NH:24][C:23](=[O:29])[C@H:22]([CH:30]([CH3:32])[CH3:31])[N:21]([CH3:33])[C:20]=2[CH:34]=1. The catalyst class is: 9. Product: [CH2:2]([O:15][C:16]1[CH:17]=[CH:18][C:19]2[CH2:26][CH:25]([CH2:27][OH:28])[NH:24][C:23](=[O:29])[CH:22]([CH:30]([CH3:32])[CH3:31])[N:21]([CH3:33])[C:20]=2[CH:34]=1)[CH2:3][CH2:4][CH2:5][CH2:6][CH:7]=[CH2:8].